Dataset: Ames mutagenicity test results for genotoxicity prediction. Task: Regression/Classification. Given a drug SMILES string, predict its toxicity properties. Task type varies by dataset: regression for continuous values (e.g., LD50, hERG inhibition percentage) or binary classification for toxic/non-toxic outcomes (e.g., AMES mutagenicity, cardiotoxicity, hepatotoxicity). Dataset: ames. The drug is COC(=O)c1ccc(O)cc1. The result is 0 (non-mutagenic).